This data is from Reaction yield outcomes from USPTO patents with 853,638 reactions. The task is: Predict the reaction yield, written as a fraction of the theoretical maximum amount of product (1.0 means a 100% yield; for example, 0.34 means a 34% yield). (1) The catalyst is C(N(CC)CC)C. The product is [C:1]([O:5][CH2:13][CH:12]1[CH2:10][O:11][C:30]([O:32][CH3:33])([CH3:31])[O:34]1)(=[O:4])[CH:2]=[CH2:3]. The reactants are [C:1]([OH:5])(=[O:4])[CH:2]=[CH2:3].[C:10]1([CH:13]=[CH:12][C:10]([OH:11])=[CH:13][CH:12]=1)[OH:11].C1OC1CO.C1(C)C=CC(S(O)(=O)=O)=CC=1.[C:30](OC)([O:34]C)([O:32][CH3:33])[CH3:31]. The yield is 0.450. (2) The reactants are [C:1]1([C@H:7]2[C@H:16]3[CH2:17][CH2:18][N:19]([C:20]([C@H:22]4[CH2:27][CH2:26][CH2:25][CH2:24][C@H:23]4[NH:28][C:29]([C:31]4[CH:40]=[CH:39][C:34]([C:35]([O:37]C)=[O:36])=[CH:33][CH:32]=4)=[O:30])=[O:21])[C@H:15]3[C:14]3[CH:13]=[CH:12][CH:11]=[CH:10][C:9]=3[NH:8]2)[CH:6]=[CH:5][CH:4]=[CH:3][CH:2]=1.[OH-].[Na+].Cl. The catalyst is O1CCCC1.CO. The product is [C:1]1([C@H:7]2[C@H:16]3[CH2:17][CH2:18][N:19]([C:20]([C@H:22]4[CH2:27][CH2:26][CH2:25][CH2:24][C@H:23]4[NH:28][C:29]([C:31]4[CH:40]=[CH:39][C:34]([C:35]([OH:37])=[O:36])=[CH:33][CH:32]=4)=[O:30])=[O:21])[C@H:15]3[C:14]3[CH:13]=[CH:12][CH:11]=[CH:10][C:9]=3[NH:8]2)[CH:2]=[CH:3][CH:4]=[CH:5][CH:6]=1. The yield is 0.680. (3) The reactants are FC(F)(F)C(O)=O.C(OC([N:15]1[CH2:20][CH2:19][N:18]([C:21]2[C:22]3[C:36]([O:37][CH3:38])=[CH:35][N:34]=[CH:33][C:23]=3[N:24]=[C:25]([C:27]3[CH:32]=[CH:31][N:30]=[CH:29][CH:28]=3)[N:26]=2)[CH2:17][CH:16]1[C:39](=[O:49])[NH:40][CH2:41][CH2:42][C:43]1[CH:48]=[CH:47][CH:46]=[CH:45][CH:44]=1)=O)(C)(C)C. The catalyst is C(Cl)Cl. The product is [CH2:41]([NH:40][C:39]([CH:16]1[CH2:17][N:18]([C:21]2[C:22]3[C:36]([O:37][CH3:38])=[CH:35][N:34]=[CH:33][C:23]=3[N:24]=[C:25]([C:27]3[CH:32]=[CH:31][N:30]=[CH:29][CH:28]=3)[N:26]=2)[CH2:19][CH2:20][NH:15]1)=[O:49])[CH2:42][C:43]1[CH:44]=[CH:45][CH:46]=[CH:47][CH:48]=1. The yield is 0.960. (4) The reactants are [CH3:1][C:2]([CH3:7])([CH2:5][OH:6])[CH2:3][OH:4].[N+:8]([C:11]1[CH:18]=[CH:17][CH:16]=[C:15]([N+]([O-])=O)[C:12]=1[C:13]#[N:14])([O-:10])=[O:9]. No catalyst specified. The product is [OH:4][CH2:3][C:2]([CH3:7])([CH3:1])[CH2:5][O:6][C:15]1[CH:16]=[CH:17][CH:18]=[C:11]([N+:8]([O-:10])=[O:9])[C:12]=1[C:13]#[N:14]. The yield is 0.730. (5) The reactants are [NH2:1][C:2]1[CH:10]=[CH:9][CH:8]=[C:7]([O:11][CH3:12])[C:3]=1[C:4]([OH:6])=[O:5].[CH:13]([CH:15]=[CH2:16])=O. The yield is 0.200. The catalyst is O1CCOCC1. The product is [CH3:12][O:11][C:7]1[C:3]([C:4]([OH:6])=[O:5])=[C:2]2[C:10]([CH:13]=[CH:15][CH:16]=[N:1]2)=[CH:9][CH:8]=1.